Dataset: Catalyst prediction with 721,799 reactions and 888 catalyst types from USPTO. Task: Predict which catalyst facilitates the given reaction. (1) Reactant: [F:1][C:2]1[CH:7]=[CH:6][C:5]([CH2:8][C:9]2[NH:10][C:11]([C:24]3[CH:29]=[CH:28][CH:27]=[C:26]([CH3:30])[N:25]=3)=[C:12]([C:14]3[CH:15]=[C:16]4[C:21](=[CH:22][CH:23]=3)[N:20]=[CH:19][CH:18]=[CH:17]4)[N:13]=2)=[CH:4][C:3]=1[OH:31].Br[CH2:33][CH2:34][NH:35][C:36](=[O:42])[O:37][C:38]([CH3:41])([CH3:40])[CH3:39].C([O-])([O-])=O.[K+].[K+]. Product: [F:1][C:2]1[CH:7]=[CH:6][C:5]([CH2:8][C:9]2[NH:10][C:11]([C:24]3[CH:29]=[CH:28][CH:27]=[C:26]([CH3:30])[N:25]=3)=[C:12]([C:14]3[CH:15]=[C:16]4[C:21](=[CH:22][CH:23]=3)[N:20]=[CH:19][CH:18]=[CH:17]4)[N:13]=2)=[CH:4][C:3]=1[O:31][CH2:33][CH2:34][NH:35][C:36](=[O:42])[O:37][C:38]([CH3:41])([CH3:40])[CH3:39]. The catalyst class is: 95. (2) The catalyst class is: 206. Product: [CH2:38]([O:37][C:35]([C:34]1[C:30]([C:18]2[N:17]([C:15]([O:14][C:10]([CH3:13])([CH3:12])[CH3:11])=[O:16])[C:25]3[C:20]([CH:19]=2)=[CH:21][CH:22]=[CH:23][CH:24]=3)=[N:31][N:32]([CH:40]2[CH2:45][CH2:44][CH2:43][CH2:42][O:41]2)[CH:33]=1)=[O:36])[CH3:39]. Reactant: C([O-])([O-])=O.[Na+].[Na+].C(O)C.[C:10]([O:14][C:15]([N:17]1[C:25]2[C:20](=[CH:21][CH:22]=[CH:23][CH:24]=2)[CH:19]=[C:18]1B(O)O)=[O:16])([CH3:13])([CH3:12])[CH3:11].I[C:30]1[C:34]([C:35]([O:37][CH2:38][CH3:39])=[O:36])=[CH:33][N:32]([CH:40]2[CH2:45][CH2:44][CH2:43][CH2:42][O:41]2)[N:31]=1. (3) Reactant: C([O:5][C:6](=O)[CH2:7][CH2:8][C@@H:9]([CH2:25][O:26][S:27]([C:30]1[CH:36]=[CH:35][C:33]([CH3:34])=[CH:32][CH:31]=1)(=[O:29])=[O:28])[CH2:10][C@H:11]1[CH2:15][O:14][C:13]([CH3:17])([CH3:16])[N:12]1[C:18]([O:20][C:21]([CH3:24])([CH3:23])[CH3:22])=[O:19])(C)(C)C.[BH4-].[Na+]. Product: [OH:5][CH2:6][CH2:7][CH2:8][C@@H:9]([CH2:25][O:26][S:27]([C:30]1[CH:36]=[CH:35][C:33]([CH3:34])=[CH:32][CH:31]=1)(=[O:28])=[O:29])[CH2:10][C@H:11]1[CH2:15][O:14][C:13]([CH3:16])([CH3:17])[N:12]1[C:18]([O:20][C:21]([CH3:22])([CH3:23])[CH3:24])=[O:19]. The catalyst class is: 635. (4) Reactant: [Br-].[F:2][C:3]([F:13])([F:12])[C:4]1[CH:11]=[CH:10][CH:9]=[CH:8][C:5]=1[CH2:6][Zn+].Cl[C:15]1[CH:16]=[C:17]([CH:22]=[CH:23][N:24]=1)[C:18]([O:20][CH3:21])=[O:19]. Product: [F:2][C:3]([F:13])([F:12])[C:4]1[CH:11]=[CH:10][CH:9]=[CH:8][C:5]=1[CH2:6][C:15]1[CH:16]=[C:17]([CH:22]=[CH:23][N:24]=1)[C:18]([O:20][CH3:21])=[O:19]. The catalyst class is: 7.